The task is: Predict the product of the given reaction.. This data is from Forward reaction prediction with 1.9M reactions from USPTO patents (1976-2016). Given the reactants [CH3:1][O:2][C:3]1[CH:26]=[CH:25][C:6]([C:7]([NH:9][C:10]2[C:11]([NH:16][C:17]([CH:19]3[CH2:24][CH2:23][NH:22][CH2:21][CH2:20]3)=[O:18])=[CH:12][CH:13]=[CH:14][CH:15]=2)=[O:8])=[CH:5][CH:4]=1.[N+:27]([C:30]1[O:34][C:33]([CH:35]=O)=[CH:32][CH:31]=1)([O-:29])=[O:28], predict the reaction product. The product is: [CH3:1][O:2][C:3]1[CH:4]=[CH:5][C:6]([C:7]([NH:9][C:10]2[C:11]([NH:16][C:17]([CH:19]3[CH2:20][CH2:21][N:22]([CH2:35][C:33]4[O:34][C:30]([N+:27]([O-:29])=[O:28])=[CH:31][CH:32]=4)[CH2:23][CH2:24]3)=[O:18])=[CH:12][CH:13]=[CH:14][CH:15]=2)=[O:8])=[CH:25][CH:26]=1.